Dataset: Reaction yield outcomes from USPTO patents with 853,638 reactions. Task: Predict the reaction yield, written as a fraction of the theoretical maximum amount of product (1.0 means a 100% yield; for example, 0.34 means a 34% yield). (1) The reactants are C[Sn](C)(C)[C:3]1[CH:12]=[C:11]2[C:6]([CH:7]=[CH:8][CH:9]=[C:10]2[N:13]2[CH2:18][CH2:17][N:16]([CH3:19])[CH2:15][CH2:14]2)=[CH:5][CH:4]=1.[CH3:22][S:23]([NH:26][C:27]1[CH:28]=[C:29](Br)[CH:30]=[CH:31][CH:32]=1)(=[O:25])=[O:24].C(N(CC)CC)C.[Cl-].[Li+]. The catalyst is CN(C=O)C.[Pd](Cl)Cl.C1(P(C2C=CC=CC=2)C2C=CC=CC=2)C=CC=CC=1.C1(P(C2C=CC=CC=2)C2C=CC=CC=2)C=CC=CC=1.C(OCC)(=O)C. The product is [CH3:22][S:23]([NH:26][C:27]1[CH:28]=[C:29]([C:3]2[CH:12]=[C:11]3[C:6]([CH:7]=[CH:8][CH:9]=[C:10]3[N:13]3[CH2:18][CH2:17][N:16]([CH3:19])[CH2:15][CH2:14]3)=[CH:5][CH:4]=2)[CH:30]=[CH:31][CH:32]=1)(=[O:25])=[O:24]. The yield is 0.350. (2) The reactants are [OH:1][C:2]1[CH:9]=[C:8]([CH3:10])[CH:7]=[CH:6][C:3]=1[CH:4]=O.[F:11][C:12]([F:21])([F:20])/[CH:13]=[CH:14]/[C:15]([O:17][CH2:18][CH3:19])=[O:16].CCN(CC)CC.C([O-])([O-])=O.[K+].[K+]. The catalyst is CN(C=O)C.O. The product is [CH3:10][C:8]1[CH:9]=[C:2]2[C:3]([CH:4]=[C:14]([C:15]([O:17][CH2:18][CH3:19])=[O:16])[CH:13]([C:12]([F:11])([F:21])[F:20])[O:1]2)=[CH:6][CH:7]=1. The yield is 0.840.